From a dataset of Catalyst prediction with 721,799 reactions and 888 catalyst types from USPTO. Predict which catalyst facilitates the given reaction. (1) Reactant: [Br:1][C:2]1[CH:7]=[CH:6][C:5]([NH:8][C:9](=O)[CH2:10][N:11]2[C:15]3[CH:16]=[CH:17][CH:18]=[CH:19][C:14]=3[N:13]([CH3:20])[C:12]2=[NH:21])=[CH:4][CH:3]=1.[H-].[Al+3].[Li+].[H-].[H-].[H-].O.[OH-].[Na+]. Product: [Br:1][C:2]1[CH:3]=[CH:4][C:5]([NH:8][CH2:9][CH2:10][N:11]2[C:15]3[CH:16]=[CH:17][CH:18]=[CH:19][C:14]=3[N:13]([CH3:20])[C:12]2=[NH:21])=[CH:6][CH:7]=1. The catalyst class is: 1. (2) Reactant: [NH:1]1[C:9]2[C:4](=[CH:5][CH:6]=[CH:7][CH:8]=2)[C:3]([CH:10]=[CH:11][C:12]([NH:14][C:15]2[CH:16]=[C:17]([CH:21]=[CH:22][CH:23]=2)[C:18]([OH:20])=[O:19])=[O:13])=[CH:2]1.Br[CH:25]([CH3:27])[CH3:26].CCN(C(C)C)C(C)C.O. Product: [NH:1]1[C:9]2[C:4](=[CH:5][CH:6]=[CH:7][CH:8]=2)[C:3]([CH:10]=[CH:11][C:12]([NH:14][C:15]2[CH:16]=[C:17]([CH:21]=[CH:22][CH:23]=2)[C:18]([O:20][CH:25]([CH3:27])[CH3:26])=[O:19])=[O:13])=[CH:2]1. The catalyst class is: 3. (3) Reactant: Br[CH2:2][C:3]1[CH:8]=[CH:7][C:6]([S:9]([CH2:12][CH3:13])(=[O:11])=[O:10])=[CH:5][CH:4]=1.[OH-].[NH4+:15]. Product: [CH2:12]([S:9]([C:6]1[CH:7]=[CH:8][C:3]([CH2:2][NH2:15])=[CH:4][CH:5]=1)(=[O:11])=[O:10])[CH3:13]. The catalyst class is: 5. (4) Reactant: [NH2:1][C:2]1[N:6]([C:7]2[CH:12]=[CH:11][CH:10]=[CH:9][CH:8]=2)[NH:5][C:4](=O)[C:3]=1[CH3:14].P(Br)(Br)([Br:17])=O. Product: [Br:17][C:4]1[C:3]([CH3:14])=[C:2]([NH2:1])[N:6]([C:7]2[CH:12]=[CH:11][CH:10]=[CH:9][CH:8]=2)[N:5]=1. The catalyst class is: 23. (5) Reactant: [N:1]([C:8]([O:10][C:11]([CH3:14])([CH3:13])[CH3:12])=[O:9])([CH3:7])[C@H:2]([C:4]([OH:6])=O)[CH3:3].C(Cl)CCl.C1C=NC2N(O)N=NC=2C=1.Cl.[CH3:30][O:31][C:32](=[O:43])[C@H:33]([CH2:35][C:36]1[CH:41]=[CH:40][C:39]([OH:42])=[CH:38][CH:37]=1)[NH2:34].CN1CCOCC1. Product: [C:11]([O:10][C:8]([N:1]([CH3:7])[C@@H:2]([CH3:3])[C:4]([NH:34][C@@H:33]([CH2:35][C:36]1[CH:37]=[CH:38][C:39]([OH:42])=[CH:40][CH:41]=1)[C:32]([O:31][CH3:30])=[O:43])=[O:6])=[O:9])([CH3:14])([CH3:13])[CH3:12]. The catalyst class is: 3. (6) Reactant: [CH2:1]([C:8]1[C:9](Cl)=[N:10][C:11]2[C:16]([CH:17]=1)=[CH:15][CH:14]=[C:13]([Cl:18])[CH:12]=2)[C:2]1[CH:7]=[CH:6][CH:5]=[CH:4][CH:3]=1.[I-:20].[Na+].I. Product: [CH2:1]([C:8]1[C:9]([I:20])=[N:10][C:11]2[C:16]([CH:17]=1)=[CH:15][CH:14]=[C:13]([Cl:18])[CH:12]=2)[C:2]1[CH:7]=[CH:6][CH:5]=[CH:4][CH:3]=1. The catalyst class is: 311. (7) Reactant: [Cl:1][C:2]1[CH:10]=[C:9]2[C:5]([C:6]([CH2:14][OH:15])([CH2:12][OH:13])[C:7](=O)[NH:8]2)=[CH:4][CH:3]=1.CO. Product: [Cl:1][C:2]1[CH:10]=[C:9]2[C:5]([C:6]([CH2:12][OH:13])([CH2:14][OH:15])[CH2:7][NH:8]2)=[CH:4][CH:3]=1. The catalyst class is: 1. (8) Reactant: [CH3:1][O:2][CH2:3][CH2:4][CH2:5][CH2:6][C:7]1[N:11]([C:12]2[CH:17]=[CH:16][CH:15]=[CH:14][C:13]=2[CH3:18])[N:10]=[N:9][C:8]=1[C:19]([N:21]([CH2:39][CH:40]([CH3:42])[CH3:41])[C@@H:22]1[CH2:27][N:26]([C:28]([O:30][C:31]([CH3:34])([CH3:33])[CH3:32])=[O:29])[CH2:25][C@H:24]([C:35]([O:37]C)=[O:36])[CH2:23]1)=[O:20].[OH-].[Na+]. Product: [C:31]([O:30][C:28]([N:26]1[CH2:27][C@@H:22]([N:21]([C:19]([C:8]2[N:9]=[N:10][N:11]([C:12]3[CH:17]=[CH:16][CH:15]=[CH:14][C:13]=3[CH3:18])[C:7]=2[CH2:6][CH2:5][CH2:4][CH2:3][O:2][CH3:1])=[O:20])[CH2:39][CH:40]([CH3:41])[CH3:42])[CH2:23][C@@H:24]([C:35]([OH:37])=[O:36])[CH2:25]1)=[O:29])([CH3:32])([CH3:34])[CH3:33]. The catalyst class is: 5. (9) Reactant: [O:1]([C:8]1[CH:13]=[CH:12][C:11]([CH2:14][C:15]([OH:17])=O)=[CH:10][CH:9]=1)[C:2]1[CH:7]=[CH:6][CH:5]=[CH:4][CH:3]=1.[CH2:18](Cl)CCl.C1C=CC2N(O)N=NC=2C=1.CCN(CC)CC.[N:39]1([CH2:45][CH2:46][NH:47][C:48]2[C:56]3[C:51](=[CH:52][CH:53]=[C:54]([NH2:57])[CH:55]=3)[NH:50][N:49]=2)[CH2:44][CH2:43][CH2:42][CH2:41][CH2:40]1. Product: [CH2:2]([O:1][C:8]1[CH:9]=[CH:10][C:11]([CH2:14][C:15]([NH:57][C:54]2[CH:55]=[C:56]3[C:51](=[CH:52][CH:53]=2)[NH:50][N:49]=[C:48]3[NH:47][CH2:46][CH2:45][N:39]2[CH2:40][CH2:41][CH2:42][CH2:43][CH2:44]2)=[O:17])=[CH:12][CH:13]=1)[C:7]1[CH:6]=[CH:5][CH:4]=[CH:3][CH:18]=1. The catalyst class is: 39.